From a dataset of Human Reference Interactome with 51,813 positive PPI pairs across 8,248 proteins, plus equal number of experimentally-validated negative pairs. Binary Classification. Given two protein amino acid sequences, predict whether they physically interact or not. (1) Protein 1 (ENSG00000170091) has sequence MVKLNSNPSEKGTKPPSVEDGFQTVPLITPLEVNHLQLPAPEKVIVKTRTEYQPEQKNKGKFRVPKIAEFTVTILVSLALAFLACIVFLVVYKAFTYDHSCPEGFVYKHKRCIPASLDAYYSSQDPNSRSRFYTVISHYSVAKQSTARAIGPWLSAAAVIHEPKPPKTQGH*MVKLNSNPSEKGTKPPSVEDGFQTVPLITPLEVNHLQLPAPEKVIVKTRTEYQPEQKNKGKFRVPKIAEFTVTILVSLALAFLACIVFLVVYKAFTYDHSCPEGFVYKHKRCIPASLDAYYSSQDPNS.... Protein 2 (ENSG00000109062) has sequence MSADAAAGAPLPRLCCLEKGPNGYGFHLHGEKGKLGQYIRLVEPGSPAEKAGLLAGDRLVEVNGENVEKETHQQVVSRIRAALNAVRLLVVDPETDEQLQKLGVQVREELLRAQEAPGQAEPPAAAEVQGAGNENEPREADKSHPEQRELRPRLCTMKKGPSGYGFNLHSDKSKPGQFIRSVDPDSPAEASGLRAQDRIVEVNGVCMEGKQHGDVVSAIRAGGDETKLLVVDRETDEFFKKCRVIPSQEHLNGPLPVPFTNGEIQKENSREALAEAALESPRPALVRSASSDTSEELNSQ.... Result: 0 (the proteins do not interact). (2) Protein 1 (ENSG00000129083) has sequence MTAAENVCYTLINVPMDSEPPSEISLKNDLEKGDVKSKTEALKKVIIMILNGEKLPGLLMTIIRFVLPLQDHTIKKLLLVFWEIVPKTTPDGRLLHEMILVCDAYRKDLQHPNEFIRGSTLRFLCKLKEAELLEPLMPAIRACLEHRHSYVRRNAVLAIYTIYRNFEHLIPDAPELIHDFLVNEKDASCKRNAFMMLIHADQDRALDYLSTCIDQVQTFGDILQLVIVELIYKVCHANPSERARFIRCIYNLLQSSSPAVKYEAAGTLVTLSSAPTAIKAAAQCYIDLIIKESDNNVKLI.... Protein 2 (ENSG00000144488) has sequence MEKQRALVAAKDGDVATLERLLEAGALGPGITDALGAGLVHHATRAGHLDCVKFLVQRAQLPGNQRAHNGATPAHDAAATGSLAELCWLVREGGCGLQDQDASGVSPLHLAARFGHPVLVEWLLHEGHSATLETREGARPLHHAAVSGDLTCLKLLTAAHGSSVNRRTRSGASPLYLACQEGHLHLAQFLVKDCGADVHLRALDGMSALHAAAARGHYSLVVWLVTFTDIGLTARDNEGATALHFAARGGHTPILDRLLLMGTPILRDSWGGTPLHDAAENGQMECCQTLVSHHVDPSLR.... Result: 0 (the proteins do not interact). (3) Protein 1 (ENSG00000198021) has sequence MDKQSSAGGVKRSVPCDSNEANEMMPETPTGDSDPQPAPKKMKTSESSTILVVRYRRNFKRTSPEELLNDHARENRINPLQMEEEEFMEIMVEIPAK*. Protein 2 (ENSG00000100425) has sequence MRRKGRCHRGSAARHPSSPCSVKHSPTRETLTYAQAQRMVEIEIEGRLHRISIFDPLEIILEDDLTAQEMSECNSNKENSERPPVCLRTKRHKNNRVKKKNEALPSAHGTPASASALPEPKVRIVEYSPPSAPRRPPVYYKFIEKSAEELDNEVEYDMDEEDYAWLEIVNEKRKGDCVPAVSQSMFEFLMDRFEKESHCENQKQGEQQSLIDEDAVCCICMDGECQNSNVILFCDMCNLAVHQECYGVPYIPEGQWLCRHCLQSRARPADCVLCPNKGGAFKKTDDDRWGHVVCALWIPE.... Result: 0 (the proteins do not interact). (4) Protein 1 (ENSG00000126088) has sequence MEANGLGPQGFPELKNDTFLRAAWGEETDYTPVWCMRQAGRYLPEFRETRAAQDFFSTCRSPEACCELTLQPLRRFPLDAAIIFSDILVVPQALGMEVTMVPGKGPSFPEPLREEQDLERLRDPEVVASELGYVFQAITLTRQRLAGRVPLIGFAGAPWTLMTYMVEGGGSSTMAQAKRWLYQRPQASHQLLRILTDALVPYLVGQVVAGAQALQLFESHAGHLGPQLFNKFALPYIRDVAKQVKARLREAGLAPVPMIIFAKDGHFALEELAQAGYEVVGLDWTVAPKKARECVGKTVT.... Protein 2 (ENSG00000168672) has sequence MGNQVEKLTHLSYKEVPTADPTGVDRDDGPRIGVSYIFSNDDEDVEPQPPPQGPDGGGLPDGGDGPPPPQPQPYDPRLHEVECSVFYRDECIYQKSFAPGSAALSTYTPENLLNKCKPGDLVEFVSQAQYPHWAVYVGNFQVVHLHRLEVINSFLTDASQGRRGRVVNDLYRYKPLSSSAVVRNALAHVGAKERELSWRNSESFAAWCRYGKREFKIGGELRIGKQPYRLQIQLSAQRSHTLEFQSLEDLIMEKRRNDQIGRAAVLQELATHLHPAEPEEGDSNVARTTPPPGRPPAPSS.... Result: 1 (the proteins interact). (5) Protein 2 (ENSG00000134049) has sequence MAFTLYSLLQAALLCVNAIAVLHEERFLKNIGWGTDQGIGGFGEEPGIKSQLMNLIRSVRTVMRVPLIIVNSIAIVLLLLFG*MAFTLYSLLQAALLCVNAIAVLHEERFLKNIGWGTDQGIGGFGEEPGIKSQLMNLIRSVRTVMRGKKKS*. Result: 0 (the proteins do not interact). Protein 1 (ENSG00000177989) has sequence MGSDAWVGLWRPHRPRGPIAAHYGGPGPKYKLPPNTGYALHDPSRPRAPAFTFGARFPTQQTTCGPGPGHLVPARMTVRGTDGAPAYSIYGRPRRSAPFLTPGPGRYFPERAGNATYPSAPRHTIAPRNWGVQAEQQSPGPAAYTVPSLLGPRVIGKVSAPTCSIYGRRAAGSFFEDLSKTPGPCAYQVVSPGVYKSRAPQFTILARTSLPQDNTRKPGPAAYNVDQHRKPRGWSFGIRHSDYLAPLVTDADN*MGSDAWVGLWRPHRPRGPIAAHYGGPGPKYKLPPNTADDVRPRARP.... (6) Protein 1 (ENSG00000122679) has sequence METGALRRPQLLPLLLLLCGGCPRAGGCNETGMLERLPLCGKAFADMMGKVDVWKWCNLSEFIVYYESFTNCTEMEANVVGCYWPNPLAQGFITGIHRQFFSNCTVDRVHLEDPPDEVLIPLIVIPVVLTVAMAGLVVWRSKRTDTLL*METGALRRPQLLPLLLLLCGGCPRAGGCNETGMLERLPLCGKAFADMMGKVDVWKWCNLSEFIVYYESFTNCTEMEANVVGCYWPNPLAQGFITGIHRQFFSNCTVDRVHLEDPPDEVLIPLIVIPVVLTVAMAGLVVWRSKRTDTLLCGN.... Protein 2 (ENSG00000134160) has sequence MGQKSWIEKTFCKRECIFVIPSMKDSNRCCCGQFTNQHIPPLPSATPSKNEEESKQVETQPEKWSVAKHTQSYPTDSYGVLEFQGGGYSNKAMYIRVSYDTKPDSLLHLMVKDWQLELPKLLISVHGGLQNFEMQPKLKQVFGKGLIKAAMTTGAWIFTGGVSTGVISHVGDALKDHSSKSRGRVCAIGIAPWGIVENKEDLVGKDVTRVYQTMSNPLSKLSVLNNSHTHFILADNGTLGKYGAEVKLRRLLEKHISLQKINTRLGQGVPLVGLVVEGGPNVVSIVLEYLQEEPPIPVVI.... Result: 0 (the proteins do not interact). (7) Protein 1 (ENSG00000174370) has sequence MLTRLVLSAHLSSTTSPPWTHAAISWELDNVLMPSPRIWPQVTPTGRSASVRSEGNTSSLWNFSAGQDVHAIVTRTCESVLSSAVYTHGCGCVRSATNITCQSSGQQRQAARQEEENSICKAHDSREGRLGYPLSAHQPGSGGPN*. Protein 2 (ENSG00000119862) has sequence MAGSVADSDAVVKLDDGHLNNSLSSPVQADVYFPRLIVPFCGHIKGGMRPGKKVLVMGIVDLNPESFAISLTCGDSEDPPADVAIELKAVFTDRQLLRNSCISGERGEEQSAIPYFPFIPDQPFRVEILCEHPRFRVFVDGHQLFDFYHRIQTLSAIDTIKINGDLQITKLG*MAGSVADSDAVVKLDDGHLNNSLSSPVQADVYFPRLIVPFCGHIKGGMRPGKKVLVMGIVDLNPESGMIFFSALQSA*MAGSVADSDAVVKLDDGHLNNSLSSPVQADVYFPRLIVPFCGHIKGGMR.... Result: 0 (the proteins do not interact).